From a dataset of Full USPTO retrosynthesis dataset with 1.9M reactions from patents (1976-2016). Predict the reactants needed to synthesize the given product. (1) Given the product [CH3:56][O:57][C:13](=[O:27])[CH2:12][CH2:11][CH:10]([N:14]([CH3:22])[C:15]([NH:63][CH2:62][C:61]1[CH:64]=[CH:65][CH:66]=[C:67]([F:68])[C:60]=1[Cl:59])=[O:21])[CH2:9][O:8][Si:1]([C:4]([CH3:5])([CH3:6])[CH3:7])([CH3:2])[CH3:3], predict the reactants needed to synthesize it. The reactants are: [Si:1]([O:8][CH2:9][C@@H:10]([N:14]([CH3:22])[C:15](=[O:21])OC(C)(C)C)[CH2:11][CH:12]=[CH2:13])([C:4]([CH3:7])([CH3:6])[CH3:5])([CH3:3])[CH3:2].[Si]([O:27]S(C(F)(F)F)(=O)=O)(C)(C)C.[NH4+].[Cl-].CCN(C(C)C)C(C)C.C1C([N+]([O-])=O)=CC=C([Cl-][C:56]([O-])=[O:57])C=1.[Cl:59][C:60]1[C:67]([F:68])=[CH:66][CH:65]=[CH:64][C:61]=1[CH2:62][NH2:63]. (2) Given the product [CH3:1][C:2]1[S:6][C:5]([C:7]([O:9][CH3:15])=[O:8])=[CH:4][CH:3]=1, predict the reactants needed to synthesize it. The reactants are: [CH3:1][C:2]1[S:6][C:5]([C:7]([OH:9])=[O:8])=[CH:4][CH:3]=1.OS(O)(=O)=O.[CH3:15]O. (3) Given the product [C:33]([O:31][CH2:30][C@H:7]1[CH2:6][C@@H:5]([O:4][C:1](=[O:3])[CH3:2])[CH2:10][CH2:9][C@@:8]1([C@@H:12]1[C@@H:20]([CH2:21][OH:22])[C@H:19]2[C@@:15]([CH3:29])([C:16]([C:23]3[CH:24]=[CH:25][CH:26]=[CH:27][CH:28]=3)=[CH:17][CH2:18]2)[CH2:14][CH2:13]1)[CH3:11])(=[O:34])[CH3:32], predict the reactants needed to synthesize it. The reactants are: [C:1]([O:4][C@H:5]1[CH2:10][CH2:9][C@@:8]([C@@H:12]2[C@@H:20]([CH2:21][OH:22])[C@H:19]3[C@@:15]([CH3:29])([C:16]([C:23]4[CH:28]=[CH:27][CH:26]=[CH:25][CH:24]=4)=[CH:17][CH2:18]3)[CH2:14][CH2:13]2)([CH3:11])[C@@H:7]([CH2:30][OH:31])[CH2:6]1)(=[O:3])[CH3:2].[CH3:32][C:33](OC(C)=O)=[O:34]. (4) Given the product [F:1][C:2]1[CH:3]=[C:4]([NH:30][C:60](=[O:72])[CH2:61][C:62]([NH:64][C:65]2[CH:70]=[CH:69][C:68]([F:71])=[CH:67][CH:66]=2)=[O:63])[CH:5]=[CH:6][C:7]=1[O:8][C:9]1[C:14]2=[CH:15][C:16]([C:18]3[CH:23]=[CH:22][N:21]=[C:20]([N:24]4[CH2:25][CH2:26][O:27][CH2:28][CH2:29]4)[CH:19]=3)=[CH:17][N:13]2[N:12]=[CH:11][N:10]=1, predict the reactants needed to synthesize it. The reactants are: [F:1][C:2]1[CH:3]=[C:4]([NH2:30])[CH:5]=[CH:6][C:7]=1[O:8][C:9]1[C:14]2=[CH:15][C:16]([C:18]3[CH:23]=[CH:22][N:21]=[C:20]([N:24]4[CH2:29][CH2:28][O:27][CH2:26][CH2:25]4)[CH:19]=3)=[CH:17][N:13]2[N:12]=[CH:11][N:10]=1.Cl.FC1C=C(N[C:60](=[O:72])[CH2:61][C:62]([NH:64][C:65]2[CH:70]=[CH:69][C:68]([F:71])=[CH:67][CH:66]=2)=[O:63])C=CC=1OC1C2=C(C)C(OCCN3CCOCC3)=CN2N=CN=1.CCN(C(C)C)C(C)C.CN(C(ON1N=NC2C=CC=CC1=2)=[N+](C)C)C.[B-](F)(F)(F)F. (5) Given the product [NH2:4][CH2:3][C:2]([N:12]1[CH2:17][CH2:16][N:15]([C:18](=[O:30])[CH2:19][N:20]2[C:24](=[O:25])[C:23]3[CH:26]=[CH:27][CH:28]=[CH:29][C:22]=3[S:21]2)[CH2:14][CH2:13]1)=[O:1], predict the reactants needed to synthesize it. The reactants are: [O:1]=[C:2]([N:12]1[CH2:17][CH2:16][N:15]([C:18](=[O:30])[CH2:19][N:20]2[C:24](=[O:25])[C:23]3[CH:26]=[CH:27][CH:28]=[CH:29][C:22]=3[S:21]2)[CH2:14][CH2:13]1)[CH2:3][NH:4]C(=O)OC(C)(C)C.C(O)(C(F)(F)F)=O. (6) Given the product [S:15]1[C:16]2[CH:22]=[CH:21][CH:20]=[CH:19][C:17]=2[N:18]=[C:14]1[NH:13][C:1](=[O:2])[N:32]([CH2:31][CH2:30][N:29]([CH:23]1[CH2:28][CH2:27][CH2:26][CH2:25][CH2:24]1)[CH3:48])[CH2:33][CH2:34][CH:35]([C:36]1[CH:41]=[CH:40][CH:39]=[CH:38][CH:37]=1)[C:42]1[CH:43]=[CH:44][CH:45]=[CH:46][CH:47]=1, predict the reactants needed to synthesize it. The reactants are: [C:1](C1NC=CN=1)(C1NC=CN=1)=[O:2].[NH2:13][C:14]1[S:15][C:16]2[CH:22]=[CH:21][CH:20]=[CH:19][C:17]=2[N:18]=1.[CH:23]1([N:29]([CH3:48])[CH2:30][CH2:31][NH:32][CH2:33][CH2:34][CH:35]([C:42]2[CH:47]=[CH:46][CH:45]=[CH:44][CH:43]=2)[C:36]2[CH:41]=[CH:40][CH:39]=[CH:38][CH:37]=2)[CH2:28][CH2:27][CH2:26][CH2:25][CH2:24]1.C(=O)(O)[O-].[Na+]. (7) Given the product [CH2:10]([O:9][C:3]1[C:2]([Br:1])=[CH:7][C:6]([Cl:8])=[CH:5][N:4]=1)[C:11]1[CH:16]=[CH:15][CH:14]=[CH:13][CH:12]=1, predict the reactants needed to synthesize it. The reactants are: [Br:1][C:2]1[C:3]([OH:9])=[N:4][CH:5]=[C:6]([Cl:8])[CH:7]=1.[CH2:10](Br)[C:11]1[CH:16]=[CH:15][CH:14]=[CH:13][CH:12]=1. (8) The reactants are: Cl[C:2]1[N:11]=[C:10]([NH:12][CH2:13][CH:14]([C:21]2[CH:26]=[CH:25][CH:24]=[CH:23][CH:22]=2)[C:15]2[CH:20]=[CH:19][CH:18]=[CH:17][CH:16]=2)[C:9]2[C:4](=[CH:5][CH:6]=[C:7]([O:27][CH3:28])[CH:8]=2)[N:3]=1.[NH:29]1[C:37]2[C:32](=[CH:33][C:34](B(O)O)=[CH:35][CH:36]=2)[CH:31]=[CH:30]1.C(NC1C2C(=CC=CC=2)N=C(C2SC3C=CC=CC=3C=2)N=1)(C1C=CC=CC=1)C1C=CC=CC=1. Given the product [C:15]1([CH:14]([C:21]2[CH:26]=[CH:25][CH:24]=[CH:23][CH:22]=2)[CH2:13][NH:12][C:10]2[C:9]3[C:4](=[CH:5][CH:6]=[C:7]([O:27][CH3:28])[CH:8]=3)[N:3]=[C:2]([C:34]3[CH:33]=[C:32]4[C:37](=[CH:36][CH:35]=3)[NH:29][CH:30]=[CH:31]4)[N:11]=2)[CH:20]=[CH:19][CH:18]=[CH:17][CH:16]=1, predict the reactants needed to synthesize it. (9) The reactants are: B(Br)(Br)Br.[CH:5]1([CH2:11][NH:12][C:13]([C:15]2[C:20]([O:21]C)=[CH:19][CH:18]=[CH:17][C:16]=2[NH:23][C:24]([C:26]2[C:35]3[C:30](=[CH:31][CH:32]=[CH:33][CH:34]=3)[CH:29]=[CH:28][CH:27]=2)=[O:25])=[O:14])[CH2:10][CH2:9][CH2:8][CH2:7][CH2:6]1. Given the product [CH:5]1([CH2:11][NH:12][C:13]([C:15]2[C:20]([OH:21])=[CH:19][CH:18]=[CH:17][C:16]=2[NH:23][C:24]([C:26]2[C:35]3[C:30](=[CH:31][CH:32]=[CH:33][CH:34]=3)[CH:29]=[CH:28][CH:27]=2)=[O:25])=[O:14])[CH2:10][CH2:9][CH2:8][CH2:7][CH2:6]1, predict the reactants needed to synthesize it.